Dataset: NCI-60 drug combinations with 297,098 pairs across 59 cell lines. Task: Regression. Given two drug SMILES strings and cell line genomic features, predict the synergy score measuring deviation from expected non-interaction effect. Drug 1: CCC1=CC2CC(C3=C(CN(C2)C1)C4=CC=CC=C4N3)(C5=C(C=C6C(=C5)C78CCN9C7C(C=CC9)(C(C(C8N6C)(C(=O)OC)O)OC(=O)C)CC)OC)C(=O)OC.C(C(C(=O)O)O)(C(=O)O)O. Drug 2: C(=O)(N)NO. Cell line: BT-549. Synergy scores: CSS=48.8, Synergy_ZIP=-1.47, Synergy_Bliss=2.80, Synergy_Loewe=-49.9, Synergy_HSA=2.67.